From a dataset of Reaction yield outcomes from USPTO patents with 853,638 reactions. Predict the reaction yield, written as a fraction of the theoretical maximum amount of product (1.0 means a 100% yield; for example, 0.34 means a 34% yield). (1) The reactants are [N:1]1[CH:6]=[CH:5][N:4]=[CH:3][C:2]=1[C:7]#[N:8].N1C=CC=CC=1.[SH:15][CH:16]([CH3:20])[C:17](O)=[O:18]. The catalyst is C(O)C. The product is [CH3:20][C:16]1[S:15][C:7]([C:2]2[CH:3]=[N:4][CH:5]=[CH:6][N:1]=2)=[N:8][C:17]=1[OH:18]. The yield is 0.971. (2) No catalyst specified. The yield is 0.950. The reactants are II.[CH2:3]([O:10][CH2:11][CH2:12][CH2:13][CH2:14][CH2:15]OS(C1C=CC(C)=CC=1)(=O)=O)[C:4]1[CH:9]=[CH:8][CH:7]=[CH:6][CH:5]=1.[CH2:27]1[CH2:31]O[CH2:29][CH2:28]1. The product is [CH2:11]([O:10][CH2:3][C:4]1[CH:5]=[CH:6][CH:7]=[CH:8][CH:9]=1)[CH2:12][CH2:13][CH2:14][CH2:15][CH2:29][CH2:28][CH2:27][CH2:31][CH2:9][CH2:8][CH2:7][CH2:6][CH2:5][CH:4]=[CH2:3]. (3) The reactants are [OH:1][C:2]1[CH:3]=[CH:4][C:5]2[N:9]=[C:8]([CH2:10][O:11][C:12]3[CH:13]=[C:14]([CH:19]=[CH:20][CH:21]=3)[C:15]([O:17][CH3:18])=[O:16])[N:7]([CH3:22])[C:6]=2[CH:23]=1.[Br:24][C:25]1[C:26](F)=[N:27][CH:28]=[C:29]([Br:32])[C:30]=1[Cl:31].N1C2C(=CC=C3C=2N=CC=C3)C=CC=1.C(=O)([O-])[O-].[Cs+].[Cs+]. The catalyst is [Cu](I)I.CN(C=O)C. The product is [Br:24][C:25]1[C:26]([O:1][C:2]2[CH:3]=[CH:4][C:5]3[N:9]=[C:8]([CH2:10][O:11][C:12]4[CH:13]=[C:14]([CH:19]=[CH:20][CH:21]=4)[C:15]([O:17][CH3:18])=[O:16])[N:7]([CH3:22])[C:6]=3[CH:23]=2)=[N:27][CH:28]=[C:29]([Br:32])[C:30]=1[Cl:31]. The yield is 0.540. (4) The reactants are [F:1][C:2]1[CH:3]=[C:4]([Mg]Br)[CH:5]=[CH:6][CH:7]=1.Br[C:11]1[CH:16]=[CH:15][C:14]([CH:17]([OH:22])[C:18]([F:21])([F:20])[F:19])=[CH:13][CH:12]=1.C(O)(C(F)(F)F)=O. The catalyst is C1COCC1.C1C=CC([P]([Pd]([P](C2C=CC=CC=2)(C2C=CC=CC=2)C2C=CC=CC=2)([P](C2C=CC=CC=2)(C2C=CC=CC=2)C2C=CC=CC=2)[P](C2C=CC=CC=2)(C2C=CC=CC=2)C2C=CC=CC=2)(C2C=CC=CC=2)C2C=CC=CC=2)=CC=1. The product is [F:19][C:18]([F:20])([F:21])[CH:17]([C:14]1[CH:15]=[CH:16][C:11]([C:4]2[CH:5]=[CH:6][CH:7]=[C:2]([F:1])[CH:3]=2)=[CH:12][CH:13]=1)[OH:22]. The yield is 0.940. (5) The reactants are CS(C)=O.C(Cl)(=O)C(Cl)=O.[F:11][C:12]1[CH:17]=[CH:16][C:15]([C:18]2[N:19]=[C:20]3[CH:25]=[CH:24][CH:23]=[N:22][N:21]3[C:26]=2[C:27]2[CH:32]=[CH:31][N:30]=[C:29]([NH:33][C:34]([NH:36][CH2:37][CH:38]([OH:40])[CH3:39])=[O:35])[CH:28]=2)=[CH:14][C:13]=1[CH3:41].C(N(CC)CC)C. The catalyst is ClCCl.O. The product is [F:11][C:12]1[CH:17]=[CH:16][C:15]([C:18]2[N:19]=[C:20]3[CH:25]=[CH:24][CH:23]=[N:22][N:21]3[C:26]=2[C:27]2[CH:32]=[CH:31][N:30]=[C:29]([NH:33][C:34]([NH:36][CH2:37][C:38](=[O:40])[CH3:39])=[O:35])[CH:28]=2)=[CH:14][C:13]=1[CH3:41]. The yield is 0.510. (6) The reactants are [NH2:1][C:2]1[S:3][C:4]([C:8]([O:10]CC)=[O:9])=[C:5]([CH3:7])[N:6]=1.[OH-].[Na+].O1CCCC1. The catalyst is O. The product is [NH2:1][C:2]1[S:3][C:4]([C:8]([OH:10])=[O:9])=[C:5]([CH3:7])[N:6]=1. The yield is 0.940.